This data is from Reaction yield outcomes from USPTO patents with 853,638 reactions. The task is: Predict the reaction yield, written as a fraction of the theoretical maximum amount of product (1.0 means a 100% yield; for example, 0.34 means a 34% yield). (1) The reactants are [CH3:1][O:2][C:3]([C@@H:5]([N:13]1[CH2:21][C:17]2[CH:18]=[CH:19][S:20][C:16]=2[CH2:15][CH2:14]1)[C:6]1[CH:7]=[CH:8][CH:9]=[CH:10][C:11]=1[Cl:12])=[O:4].[S:22](=[O:26])(=[O:25])([OH:24])[OH:23]. The catalyst is C(O)(C)C. The product is [CH3:1][O:2][C:3]([C@@H:5]([N:13]1[CH2:21][C:17]2[CH:18]=[CH:19][S:20][C:16]=2[CH2:15][CH2:14]1)[C:6]1[C:11]([Cl:12])=[CH:10][CH:9]=[CH:8][CH:7]=1)=[O:4].[OH:25][S:22]([OH:26])(=[O:24])=[O:23]. The yield is 0.710. (2) The reactants are [CH3:1][C:2]1[CH:3]=[C:4]([NH:9][C:10]2[CH:15]=[CH:14][N:13]=[C:12]([C:16]3[CH:21]=[C:20]([N:22]4[CH2:27][CH2:26][CH2:25][CH2:24][CH2:23]4)[CH:19]=[CH:18][C:17]=3[N+:28]([O-])=O)[CH:11]=2)[CH:5]=[CH:6][C:7]=1[CH3:8].C(O)(=O)C. The catalyst is O1CCCC1.CCO.[Zn]. The product is [NH2:28][C:17]1[CH:18]=[CH:19][C:20]([N:22]2[CH2:27][CH2:26][CH2:25][CH2:24][CH2:23]2)=[CH:21][C:16]=1[C:12]1[CH:11]=[C:10]([NH:9][C:4]2[CH:5]=[CH:6][C:7]([CH3:8])=[C:2]([CH3:1])[CH:3]=2)[CH:15]=[CH:14][N:13]=1. The yield is 0.970. (3) The reactants are [CH2:1]([O:8][C:9](=[O:22])[CH2:10][CH:11]([O:13][C:14](=[O:21])[C:15]1[CH:20]=[CH:19][CH:18]=[CH:17][CH:16]=1)[CH3:12])[C:2]1[CH:7]=[CH:6][CH:5]=[CH:4][CH:3]=1.[C:14]([O:13][CH:11]([CH3:12])[CH2:10][C:9]([O:8][CH2:1][C:2]1[CH:3]=[CH:4][CH:5]=[CH:6][CH:7]=1)=[O:22])(=[O:21])[C:15]1[CH:16]=[CH:17][CH:18]=[CH:19][CH:20]=1.OC(C)CC(OCC1C=CC=CC=1)=O.OC(C)CC(OCC)=O. No catalyst specified. The product is [C:14]([O:13][CH:11]([CH3:12])[CH2:10][C:9]([O:8][CH2:1][C:2]1[CH:3]=[CH:4][CH:5]=[CH:6][CH:7]=1)=[O:22])(=[O:21])[C:15]1[CH:16]=[CH:17][CH:18]=[CH:19][CH:20]=1. The yield is 0.750.